This data is from Reaction yield outcomes from USPTO patents with 853,638 reactions. The task is: Predict the reaction yield, written as a fraction of the theoretical maximum amount of product (1.0 means a 100% yield; for example, 0.34 means a 34% yield). The reactants are [C:1](Cl)(=O)[C:2]([Cl:4])=[O:3].[O:7]=[C:8]1[CH2:12][CH:11]([S:13]CC(O)=O)[CH2:10][O:9]1. The catalyst is ClCCl.CN(C=O)C. The product is [O:7]=[C:8]1[CH2:12][CH:11]([S:13][CH2:1][C:2]([Cl:4])=[O:3])[CH2:10][O:9]1. The yield is 0.930.